Task: Predict the reaction yield, written as a fraction of the theoretical maximum amount of product (1.0 means a 100% yield; for example, 0.34 means a 34% yield).. Dataset: Reaction yield outcomes from USPTO patents with 853,638 reactions (1) The reactants are [CH2:1]([O:8][C:9]1[CH:17]=[CH:16][C:12]([CH2:13][NH:14][CH3:15])=[CH:11][C:10]=1[Br:18])[C:2]1[CH:7]=[CH:6][CH:5]=[CH:4][CH:3]=1.[C:19](Cl)(=[O:27])[CH2:20][CH2:21][CH2:22][CH2:23][CH2:24][CH2:25][CH3:26]. The catalyst is ClCCl. The product is [CH2:1]([O:8][C:9]1[CH:17]=[CH:16][C:12]([CH2:13][N:14]([CH3:15])[C:19](=[O:27])[CH2:20][CH2:21][CH2:22][CH2:23][CH2:24][CH2:25][CH3:26])=[CH:11][C:10]=1[Br:18])[C:2]1[CH:7]=[CH:6][CH:5]=[CH:4][CH:3]=1. The yield is 0.970. (2) The reactants are [Cl:1][C:2]1[C:9]([F:10])=[CH:8][C:5]([CH:6]=O)=[C:4]([F:11])[CH:3]=1.[CH3:12][C@H:13]1[CH2:18][O:17][CH2:16][C@H:15]([CH3:19])[NH:14]1.C(O[BH-](OC(=O)C)OC(=O)C)(=O)C.[Na+]. The catalyst is ClCCl. The product is [Cl:1][C:2]1[C:9]([F:10])=[CH:8][C:5]([CH2:6][N:14]2[C@@H:15]([CH3:19])[CH2:16][O:17][CH2:18][C@@H:13]2[CH3:12])=[C:4]([F:11])[CH:3]=1. The yield is 0.430. (3) The reactants are [NH2:1][C:2]([NH2:4])=[S:3].[C:5]([O:12][CH3:13])(=[O:11])[CH2:6][CH2:7][C:8]([CH3:10])=O.II.[CH3:16]O. The catalyst is C(O)C.C(Cl)Cl. The product is [NH2:1][C:2]1[S:3][CH:10]=[C:8]([CH2:7][CH2:6][C:5]([O:12][CH2:13][CH3:16])=[O:11])[N:4]=1. The yield is 0.110. (4) The reactants are Cl[C:2]1[C:11]2[C:6](=[CH:7][CH:8]=[C:9]([N+:12]([O-:14])=[O:13])[CH:10]=2)[N:5]=[C:4]([CH3:15])[N:3]=1.C[C:17]1NC(=O)[C:24]2[C:19](=[CH:20][CH:21]=[C:22]([N+]([O-])=O)[CH:23]=2)[N:18]=1.C(N(C(C)C)CC)(C)C.P(Cl)(Cl)(Cl)=O.[C:45]([O-])(O)=[O:46].[Na+]. The catalyst is C1(C)C=CC=CC=1. The product is [CH3:45][O:46][C:22]1[CH:21]=[CH:20][C:19]([N:18]([C:2]2[C:11]3[C:6](=[CH:7][CH:8]=[C:9]([N+:12]([O-:14])=[O:13])[CH:10]=3)[N:5]=[C:4]([CH3:15])[N:3]=2)[CH3:17])=[CH:24][CH:23]=1. The yield is 0.600. (5) The reactants are [CH:1]1([NH2:6])[CH2:5][CH2:4][CH2:3][CH2:2]1.[Cl:7][C:8]1[N:13]=[C:12](Cl)[CH:11]=[C:10]([C:15]2[CH:20]=[CH:19][CH:18]=[CH:17][CH:16]=2)[N:9]=1.CCN(C(C)C)C(C)C. The catalyst is CO. The product is [Cl:7][C:8]1[N:13]=[C:12]([NH:6][CH:1]2[CH2:5][CH2:4][CH2:3][CH2:2]2)[CH:11]=[C:10]([C:15]2[CH:20]=[CH:19][CH:18]=[CH:17][CH:16]=2)[N:9]=1. The yield is 0.580. (6) The product is [Br:1][C:2]1[S:3][C:4]([C:8]#[N:10])=[C:5]([CH3:7])[N:6]=1. The catalyst is C(Cl)Cl.C(=O)(O)[O-].[Na+]. The reactants are [Br:1][C:2]1[S:3][C:4]([C:8]([NH2:10])=O)=[C:5]([CH3:7])[N:6]=1.FC(F)(F)C(OC(=O)C(F)(F)F)=O. The yield is 0.940. (7) The reactants are [Cl:1][C:2]1[CH:7]=[CH:6][C:5](/[CH:8]=[CH:9]/[C:10]([OH:12])=O)=[CH:4][CH:3]=1.[C:13](Cl)(=[O:17])[C:14](Cl)=O.C[N:20]([CH:22]=[O:23])C. The catalyst is C1COCC1. The product is [CH2:8]([C@@H:14]1[CH2:13][O:17][C:22](=[O:23])[N:20]1[C:10](=[O:12])/[CH:9]=[CH:8]/[C:5]1[CH:4]=[CH:3][C:2]([Cl:1])=[CH:7][CH:6]=1)[C:5]1[CH:6]=[CH:7][CH:2]=[CH:3][CH:4]=1. The yield is 0.710. (8) The reactants are [F:1][C:2]1[C:3]([F:13])=[C:4]([F:12])[C:5]2[S:9][C:8]([NH2:10])=[N:7][C:6]=2[CH:11]=1.[F:14][C:15]1[CH:23]=[CH:22][C:18]([C:19](Cl)=[O:20])=[CH:17][CH:16]=1.Br[CH:25]([CH2:30][CH3:31])[C:26]([O:28]C)=[O:27].COC1C=CC2N=C(N)SC=2C=1.ClC1C=C(C=CC=1)C(Cl)=O.BrCC(OCC)=O. No catalyst specified. The yield is 0.150. The product is [F:1][C:2]1[C:3]([F:13])=[C:4]([F:12])[C:5]2[S:9][C:8](=[N:10][C:19](=[O:20])[C:18]3[CH:22]=[CH:23][C:15]([F:14])=[CH:16][CH:17]=3)[N:7]([CH:25]([CH2:30][CH3:31])[C:26]([OH:28])=[O:27])[C:6]=2[CH:11]=1. (9) The yield is 0.720. The product is [NH2:1][CH2:4][C:5]1[CH:6]=[C:7]([C:14]([NH2:16])=[O:15])[CH:8]=[C:9]([CH:13]=1)[C:10]([NH2:12])=[O:11]. The catalyst is CO.[Pd]. The reactants are [N:1]([CH2:4][C:5]1[CH:6]=[C:7]([C:14]([NH2:16])=[O:15])[CH:8]=[C:9]([CH:13]=1)[C:10]([NH2:12])=[O:11])=[N+]=[N-].[H][H]. (10) The reactants are [C:1]([C:4]1[C:12]2[C:7](=[CH:8][CH:9]=[CH:10][CH:11]=2)[NH:6][CH:5]=1)(=[O:3])[CH3:2].[C:13](OCC)(=[O:19])[C:14]([O:16][CH2:17][CH3:18])=[O:15].CC[O-].[Na+]. No catalyst specified. The product is [NH:6]1[C:7]2[C:12](=[CH:11][CH:10]=[CH:9][CH:8]=2)[C:4]([C:1](=[O:3])[CH:2]=[C:13]([OH:19])[C:14]([O:16][CH2:17][CH3:18])=[O:15])=[CH:5]1. The yield is 0.800.